Dataset: Catalyst prediction with 721,799 reactions and 888 catalyst types from USPTO. Task: Predict which catalyst facilitates the given reaction. (1) Reactant: [CH3:1][O:2][C:3]1[CH:8]=[C:7]([O:9][C:10]([F:13])([F:12])[F:11])[CH:6]=[CH:5][C:4]=1[OH:14].[F:15][C:16]1[CH:23]=[C:22](F)[C:21]([F:25])=[CH:20][C:17]=1[C:18]#[N:19].C(=O)([O-])[O-].[K+].[K+]. Product: [F:15][C:16]1[CH:23]=[C:22]([O:14][C:4]2[CH:5]=[CH:6][C:7]([O:9][C:10]([F:12])([F:11])[F:13])=[CH:8][C:3]=2[O:2][CH3:1])[C:21]([F:25])=[CH:20][C:17]=1[C:18]#[N:19]. The catalyst class is: 16. (2) Reactant: [CH2:1]([C:8]1([C:18]2[CH:19]=[C:20]([CH:34]=[CH:35][CH:36]=2)[O:21][CH2:22][CH2:23][NH:24][S:25]([C:28]2[N:29]=[CH:30][N:31]([CH3:33])[CH:32]=2)(=[O:27])=[O:26])[CH2:11][N:10]([C:12](=O)[C:13]([F:16])([F:15])[F:14])[CH2:9]1)[C:2]1[CH:7]=[CH:6][CH:5]=[CH:4][CH:3]=1. Product: [CH2:1]([C:8]1([C:18]2[CH:19]=[C:20]([CH:34]=[CH:35][CH:36]=2)[O:21][CH2:22][CH2:23][NH:24][S:25]([C:28]2[N:29]=[CH:30][N:31]([CH3:33])[CH:32]=2)(=[O:26])=[O:27])[CH2:11][N:10]([CH2:12][C:13]([F:16])([F:15])[F:14])[CH2:9]1)[C:2]1[CH:7]=[CH:6][CH:5]=[CH:4][CH:3]=1. The catalyst class is: 7. (3) Reactant: O[CH2:2][CH2:3][C:4]1[N:8]([C:9]2[N:17]=[C:16]3[C:12]([N:13]=[C:14]([CH:19]=O)[N:15]3[CH3:18])=[C:11]([N:21]3[CH2:26][CH2:25][O:24][CH2:23][CH2:22]3)[N:10]=2)[C:7]2[CH:27]=[CH:28][CH:29]=[CH:30][C:6]=2[N:5]=1.[O:31]1[CH2:34][CH:33]([CH:35]2[CH2:40][CH2:39][NH:38][CH2:37][CH2:36]2)[CH2:32]1.C(O[BH-](OC(=O)C)OC(=O)C)(=[O:43])C.[Na+]. Product: [CH3:18][N:15]1[C:14]([CH2:19][N:38]2[CH2:39][CH2:40][CH:35]([CH:33]3[CH2:34][O:31][CH2:32]3)[CH2:36][CH2:37]2)=[N:13][C:12]2[C:16]1=[N:17][C:9]([N:8]1[C:7]3[CH:27]=[CH:28][CH:29]=[CH:30][C:6]=3[N:5]=[C:4]1[CH:3]([OH:43])[CH3:2])=[N:10][C:11]=2[N:21]1[CH2:26][CH2:25][O:24][CH2:23][CH2:22]1. The catalyst class is: 26. (4) Reactant: Cl[C:2]1[C:11]2[C:6](=[CH:7][C:8]([O:14][CH2:15][CH2:16][CH2:17][N:18]3[CH2:23][CH2:22][O:21][CH2:20][CH2:19]3)=[C:9]([O:12][CH3:13])[CH:10]=2)[N:5]=[CH:4][N:3]=1.C(=O)([O-])[O-].[K+].[K+].[C:30]1([OH:40])[C:39]2[C:34](=[CH:35][CH:36]=[CH:37][CH:38]=2)[CH:33]=[CH:32][CH:31]=1.[OH-].[Na+]. Product: [CH3:13][O:12][C:9]1[CH:10]=[C:11]2[C:6](=[CH:7][C:8]=1[O:14][CH2:15][CH2:16][CH2:17][N:18]1[CH2:23][CH2:22][O:21][CH2:20][CH2:19]1)[N:5]=[CH:4][N:3]=[C:2]2[O:40][C:30]1[C:39]2[C:34](=[CH:35][CH:36]=[CH:37][CH:38]=2)[CH:33]=[CH:32][CH:31]=1. The catalyst class is: 3. (5) Reactant: [C:1]1([C:27]2[CH:32]=[CH:31][CH:30]=[CH:29][CH:28]=2)[CH:6]=[CH:5][C:4]([NH:7][C:8](=[O:26])[C:9]2[CH:14]=[CH:13][C:12](Br)=[C:11]([NH:16][C:17](=[O:25])[CH2:18][N:19]3[CH2:24][CH2:23][O:22][CH2:21][CH2:20]3)[CH:10]=2)=[CH:3][CH:2]=1.[S:33]1[CH:37]=[CH:36][CH:35]=[C:34]1B(O)O.C(=O)([O-])[O-].[Na+].[Na+].O1CCOCC1. Product: [C:1]1([C:27]2[CH:32]=[CH:31][CH:30]=[CH:29][CH:28]=2)[CH:6]=[CH:5][C:4]([NH:7][C:8](=[O:26])[C:9]2[CH:14]=[CH:13][C:12]([C:34]3[S:33][CH:37]=[CH:36][CH:35]=3)=[C:11]([NH:16][C:17](=[O:25])[CH2:18][N:19]3[CH2:24][CH2:23][O:22][CH2:21][CH2:20]3)[CH:10]=2)=[CH:3][CH:2]=1. The catalyst class is: 6.